Task: Predict the reactants needed to synthesize the given product.. Dataset: Full USPTO retrosynthesis dataset with 1.9M reactions from patents (1976-2016) (1) Given the product [CH3:20][C:13]1[CH:12]=[CH:11][C:16]([N+:17]([O-:19])=[O:18])=[C:15]([CH:14]=1)[O:1][CH2:2][C:3]1[S:7][CH:6]=[N:5][CH:4]=1, predict the reactants needed to synthesize it. The reactants are: [OH:1][CH2:2][C:3]1[S:7][CH:6]=[N:5][CH:4]=1.[H-].[Na+].F[C:11]1[CH:12]=[C:13]([CH3:20])[CH:14]=[CH:15][C:16]=1[N+:17]([O-:19])=[O:18]. (2) Given the product [C:13]([CH:7]([CH2:6][C:2]1[S:1][CH:5]=[CH:4][CH:3]=1)[C:8]([O:10][CH2:11][CH3:12])=[O:9])([OH:15])=[O:14], predict the reactants needed to synthesize it. The reactants are: [S:1]1[CH:5]=[CH:4][CH:3]=[C:2]1[CH2:6][CH:7]([C:13]([O:15]CC)=[O:14])[C:8]([O:10][CH2:11][CH3:12])=[O:9].[OH-].[K+].